This data is from Reaction yield outcomes from USPTO patents with 853,638 reactions. The task is: Predict the reaction yield, written as a fraction of the theoretical maximum amount of product (1.0 means a 100% yield; for example, 0.34 means a 34% yield). (1) The reactants are Cl[C:2]1[C:7]([Cl:8])=[N:6][CH:5]=[CH:4][N:3]=1.[CH3:9][N:10]1[CH:14]=[C:13](B2OC(C)(C)C(C)(C)O2)[CH:12]=[N:11]1.C([O-])([O-])=O.[Na+].[Na+].COCCOC. The catalyst is Cl[Pd](Cl)([P](C1C=CC=CC=1)(C1C=CC=CC=1)C1C=CC=CC=1)[P](C1C=CC=CC=1)(C1C=CC=CC=1)C1C=CC=CC=1.O. The product is [Cl:8][C:7]1[C:2]([C:13]2[CH:12]=[N:11][N:10]([CH3:9])[CH:14]=2)=[N:3][CH:4]=[CH:5][N:6]=1. The yield is 0.530. (2) The reactants are [NH2:1][C:2]1[CH:3]=[C:4]2[C:9](=[CH:10][CH:11]=1)[CH:8]([CH2:12][NH:13][C:14](=[O:17])[CH2:15][CH3:16])[CH2:7][CH2:6][CH2:5]2.[CH:18]([C:21]1[CH:26]=[CH:25][C:24]([S:27](Cl)(=[O:29])=[O:28])=[CH:23][CH:22]=1)([CH3:20])[CH3:19]. The catalyst is N1C=CC=CC=1. The product is [CH:18]([C:21]1[CH:26]=[CH:25][C:24]([S:27]([NH:1][C:2]2[CH:3]=[C:4]3[C:9](=[CH:10][CH:11]=2)[CH:8]([CH2:12][NH:13][C:14](=[O:17])[CH2:15][CH3:16])[CH2:7][CH2:6][CH2:5]3)(=[O:29])=[O:28])=[CH:23][CH:22]=1)([CH3:20])[CH3:19]. The yield is 1.00.